From a dataset of Forward reaction prediction with 1.9M reactions from USPTO patents (1976-2016). Predict the product of the given reaction. (1) Given the reactants [Cl:1][C:2]1[N:11]=[C:10](Cl)[CH:9]=[CH:8][C:3]=1[C:4]([O:6][CH3:7])=[O:5].[Cl:13][C:14]1[CH:19]=[C:18]([OH:20])[CH:17]=[CH:16][C:15]=1[CH:21]([CH3:40])[C:22]([C:28]1[CH:39]=[CH:38][C:31]2[N:32]([CH3:37])[C:33](=[O:36])[N:34]([CH3:35])[C:30]=2[CH:29]=1)([OH:27])[C:23]([F:26])([F:25])[F:24].C(N(CC)CC)C.C1N2CCN(CC2)C1, predict the reaction product. The product is: [CH3:7][O:6][C:4](=[O:5])[C:3]1[CH:8]=[CH:9][C:10]([O:20][C:18]2[CH:17]=[CH:16][C:15]([CH:21]([CH3:40])[C:22]([C:28]3[CH:39]=[CH:38][C:31]4[N:32]([CH3:37])[C:33](=[O:36])[N:34]([CH3:35])[C:30]=4[CH:29]=3)([OH:27])[C:23]([F:24])([F:25])[F:26])=[C:14]([Cl:13])[CH:19]=2)=[N:11][C:2]=1[Cl:1]. (2) Given the reactants [F:1][CH:2]([F:22])[N:3]1[CH:7]=[C:6]([C:8]2[CH:13]=[CH:12][N:11]3[N:14]=[CH:15][C:16]([C:17]([O:19]CC)=[O:18])=[C:10]3[N:9]=2)[CH:5]=[N:4]1.O1CCCC1.[OH-].[Na+], predict the reaction product. The product is: [F:22][CH:2]([F:1])[N:3]1[CH:7]=[C:6]([C:8]2[CH:13]=[CH:12][N:11]3[N:14]=[CH:15][C:16]([C:17]([OH:19])=[O:18])=[C:10]3[N:9]=2)[CH:5]=[N:4]1. (3) Given the reactants COCCO[AlH2-]OCCOC.[Na+].[CH:13]1([NH:19][C:20]2[C:25]([C:26](N(OC)C)=[O:27])=[C:24]([CH3:32])[N:23]=[C:22]3[N:33]([CH2:36][CH3:37])[N:34]=[CH:35][C:21]=23)[CH2:18][CH2:17][CH2:16][CH2:15][CH2:14]1.C(O)(=O)CC(CC(O)=O)(C(O)=O)O, predict the reaction product. The product is: [CH:13]1([NH:19][C:20]2[C:25]([CH:26]=[O:27])=[C:24]([CH3:32])[N:23]=[C:22]3[N:33]([CH2:36][CH3:37])[N:34]=[CH:35][C:21]=23)[CH2:14][CH2:15][CH2:16][CH2:17][CH2:18]1. (4) Given the reactants [CH3:1][O:2][C:3]1[CH:4]=[C:5]([CH:26]=[CH:27][N:28]=1)[C:6]([NH:8][C:9]1[S:10][C:11]2[C:17]([CH:18]3[CH2:23][CH2:22][NH:21][CH2:20][CH2:19]3)=[CH:16][CH:15]=[C:14]([O:24][CH3:25])[C:12]=2[N:13]=1)=[O:7].Cl.[C:30](OC(=O)C)(=[O:32])[CH3:31].C(=O)(O)[O-].[Na+], predict the reaction product. The product is: [C:30]([N:21]1[CH2:20][CH2:19][CH:18]([C:17]2[C:11]3[S:10][C:9]([NH:8][C:6](=[O:7])[C:5]4[CH:26]=[CH:27][N:28]=[C:3]([O:2][CH3:1])[CH:4]=4)=[N:13][C:12]=3[C:14]([O:24][CH3:25])=[CH:15][CH:16]=2)[CH2:23][CH2:22]1)(=[O:32])[CH3:31]. (5) Given the reactants [CH:1]12[O:10][CH:2]1[CH2:3][C:4]1[C:9]2=[CH:8][CH:7]=C[CH:5]=1.C(#[N:13])C.F[C:15]([F:21])(F)S(O)(=O)=O, predict the reaction product. The product is: [NH2:13][C@@H:1]1[C:9]2[C:4](=[CH:5][C:15]([F:21])=[CH:7][CH:8]=2)[CH2:3][C@@H:2]1[OH:10]. (6) Given the reactants [ClH:1].O1CCOCC1.[CH3:8][O:9][C:10]1[CH:15]=[C:14]([CH3:16])[C:13]([S:17]([N:20]([CH2:22][CH2:23][O:24][CH2:25][C:26]([N:28]2[CH2:33][CH2:32][C:31]([N:40](C)[C:41](=O)OC(C)(C)C)([C:34]3[CH:39]=[CH:38][N:37]=[CH:36][CH:35]=3)[CH2:30][CH2:29]2)=[O:27])[CH3:21])(=[O:19])=[O:18])=[C:12]([CH3:49])[CH:11]=1, predict the reaction product. The product is: [ClH:1].[CH3:8][O:9][C:10]1[CH:15]=[C:14]([CH3:16])[C:13]([S:17]([N:20]([CH3:21])[CH2:22][CH2:23][O:24][CH2:25][C:26]([N:28]2[CH2:33][CH2:32][C:31]([NH:40][CH3:41])([C:34]3[CH:35]=[CH:36][N:37]=[CH:38][CH:39]=3)[CH2:30][CH2:29]2)=[O:27])(=[O:19])=[O:18])=[C:12]([CH3:49])[CH:11]=1.